Dataset: NCI-60 drug combinations with 297,098 pairs across 59 cell lines. Task: Regression. Given two drug SMILES strings and cell line genomic features, predict the synergy score measuring deviation from expected non-interaction effect. Drug 1: COC1=CC(=CC(=C1O)OC)C2C3C(COC3=O)C(C4=CC5=C(C=C24)OCO5)OC6C(C(C7C(O6)COC(O7)C8=CC=CS8)O)O. Synergy scores: CSS=1.73, Synergy_ZIP=-0.991, Synergy_Bliss=-0.489, Synergy_Loewe=-0.760, Synergy_HSA=-0.790. Drug 2: CC12CCC3C(C1CCC2O)C(CC4=C3C=CC(=C4)O)CCCCCCCCCS(=O)CCCC(C(F)(F)F)(F)F. Cell line: NCI/ADR-RES.